Task: Predict the product of the given reaction.. Dataset: Forward reaction prediction with 1.9M reactions from USPTO patents (1976-2016) (1) Given the reactants CO[C:3](=[O:12])[C:4]1[CH:9]=[CH:8][CH:7]=[C:6]([CH2:10]Br)[CH:5]=1.[CH:13]1([S:16]([NH2:19])(=[O:18])=[O:17])[CH2:15][CH2:14]1.[F:20][C:21]1[CH:26]=[CH:25][C:24]([C@@H:27]2[C@:29]3([C:37]4[C:32](=[CH:33][CH:34]=[CH:35][CH:36]=4)[NH:31][C:30]3=[O:38])[CH2:28]2)=[CH:23][CH:22]=1, predict the reaction product. The product is: [CH:13]1([S:16]([NH:19][C:3](=[O:12])[C:4]2[CH:9]=[CH:8][CH:7]=[C:6]([CH2:10][N:31]3[C:32]4[C:37](=[CH:36][CH:35]=[CH:34][CH:33]=4)[C@:29]4([CH2:28][C@H:27]4[C:24]4[CH:23]=[CH:22][C:21]([F:20])=[CH:26][CH:25]=4)[C:30]3=[O:38])[CH:5]=2)(=[O:18])=[O:17])[CH2:15][CH2:14]1. (2) Given the reactants Cl[C:2]1[C:11]2=[N:12][N:13](CC3C=CC(OC)=CC=3)[CH:14]=[C:10]2[C:9]2[CH:8]=[C:7]([O:24][CH3:25])[CH:6]=[C:5]([O:26][CH3:27])[C:4]=2[N:3]=1.[CH3:28][N:29]([CH2:31][C:32]1[CH:38]=[CH:37][C:35]([NH2:36])=[CH:34][CH:33]=1)[CH3:30].Cl, predict the reaction product. The product is: [CH3:27][O:26][C:5]1[C:4]2[N:3]=[C:2]([NH:36][C:35]3[CH:34]=[CH:33][C:32]([CH2:31][N:29]([CH3:30])[CH3:28])=[CH:38][CH:37]=3)[C:11]3=[N:12][NH:13][CH:14]=[C:10]3[C:9]=2[CH:8]=[C:7]([O:24][CH3:25])[CH:6]=1. (3) Given the reactants [Si]([O:8][CH2:9][C:10]1([F:26])[CH2:14][N:13]([C:15]([O:17][C:18]([CH3:21])([CH3:20])[CH3:19])=[O:16])[C@H:12]([C:22]([O:24][CH3:25])=[O:23])[CH2:11]1)(C(C)(C)C)(C)C.CCCC[N+](CCCC)(CCCC)CCCC.[F-], predict the reaction product. The product is: [F:26][C:10]1([CH2:9][OH:8])[CH2:14][N:13]([C:15]([O:17][C:18]([CH3:20])([CH3:21])[CH3:19])=[O:16])[C@H:12]([C:22]([O:24][CH3:25])=[O:23])[CH2:11]1. (4) Given the reactants [Cl:1][C:2]1[CH:3]=[C:4]([C:11]2[CH:16]=[CH:15][C:14]([C@H:17]([NH2:19])[CH3:18])=[CH:13][CH:12]=2)[C:5]([O:8][CH2:9][CH3:10])=[N:6][CH:7]=1.C(N(CC)CC)C.[Cl:27][C:28]1[N:32]([CH3:33])[N:31]=[C:30]([CH3:34])[C:29]=1[S:35](Cl)(=[O:37])=[O:36], predict the reaction product. The product is: [Cl:1][C:2]1[CH:3]=[C:4]([C:11]2[CH:16]=[CH:15][C:14]([C@H:17]([NH:19][S:35]([C:29]3[C:30]([CH3:34])=[N:31][N:32]([CH3:33])[C:28]=3[Cl:27])(=[O:36])=[O:37])[CH3:18])=[CH:13][CH:12]=2)[C:5]([O:8][CH2:9][CH3:10])=[N:6][CH:7]=1. (5) Given the reactants C([N:4]([S:34]([CH2:37][C:38]1[CH:43]=[CH:42][CH:41]=[CH:40][CH:39]=1)(=[O:36])=[O:35])[C:5]([CH:7]1[CH2:12][CH2:11][N:10]([C:13]2[C:23]([C:24]#[N:25])=[CH:22][C:16]([C:17]([O:19][CH2:20][CH3:21])=[O:18])=[C:15]([O:26]S(C(F)(F)F)(=O)=O)[N:14]=2)[CH2:9][CH2:8]1)=[O:6])C=C.C[C:45]1(C)[C:71]2[C:66](=[C:67](P(C3C=CC=CC=3)C3C=CC=CC=3)C=CC=2)[O:65]C2C(P(C3C=CC=CC=3)C3C=CC=CC=3)=CC=CC1=2.O1CCC1CO.CCN(C(C)C)C(C)C.C([O-])(O)=O.[Na+], predict the reaction product. The product is: [CH2:37]([S:34]([NH:4][C:5]([CH:7]1[CH2:8][CH2:9][N:10]([C:13]2[C:23]([C:24]#[N:25])=[CH:22][C:16]([C:17]([O:19][CH2:20][CH3:21])=[O:18])=[C:15]([O:26][CH2:67][CH:66]3[CH2:71][CH2:45][O:65]3)[N:14]=2)[CH2:11][CH2:12]1)=[O:6])(=[O:36])=[O:35])[C:38]1[CH:39]=[CH:40][CH:41]=[CH:42][CH:43]=1. (6) Given the reactants [N:1]([CH2:4][CH2:5][NH:6][C:7]1[CH:8]=[C:9]2[C:14](=[C:15]([Cl:17])[CH:16]=1)[N:13]=[CH:12][C:11]([C:18]#[N:19])=[C:10]2[NH:20][C:21]1[CH:26]=[CH:25][C:24]([F:27])=[C:23]([Cl:28])[CH:22]=1)=[N+:2]=[N-:3].C[Si]([C:33]#[CH:34])(C)C.O=C1O[C@H]([C@H](CO)O)C([O-])=C1O.[Na+], predict the reaction product. The product is: [Cl:17][C:15]1[CH:16]=[C:7]([NH:6][CH2:5][CH2:4][N:1]2[CH:34]=[CH:33][N:3]=[N:2]2)[CH:8]=[C:9]2[C:14]=1[N:13]=[CH:12][C:11]([C:18]#[N:19])=[C:10]2[NH:20][C:21]1[CH:26]=[CH:25][C:24]([F:27])=[C:23]([Cl:28])[CH:22]=1. (7) The product is: [NH2:1][C:2]1[C:7]([C:8]#[N:9])=[CH:6][N:5]=[C:4]([NH:26][C:25]2[CH:27]=[CH:28][C:22]([C:20](=[O:21])[NH:19][CH2:18][CH2:17][CH2:16][N:11]3[CH:15]=[CH:14][N:13]=[CH:12]3)=[CH:23][CH:24]=2)[N:3]=1. Given the reactants [NH2:1][C:2]1[C:7]([C:8]#[N:9])=[CH:6][N:5]=[C:4](Cl)[N:3]=1.[N:11]1([CH2:16][CH2:17][CH2:18][NH:19][C:20]([C:22]2[CH:28]=[CH:27][C:25]([NH2:26])=[CH:24][CH:23]=2)=[O:21])[CH:15]=[CH:14][N:13]=[CH:12]1, predict the reaction product. (8) The product is: [CH2:1]([O:8][C:9]1[CH:10]=[C:11]([CH2:29][CH2:30][NH:31][C:32](=[O:39])[C:33]2[CH:38]=[CH:37][CH:36]=[CH:35][CH:34]=2)[CH:12]=[CH:13][C:14]=1[N:15]1[CH2:19][C:18](=[O:20])[NH:17][S:16]1(=[O:28])=[O:27])[C:2]1[CH:3]=[CH:4][CH:5]=[CH:6][CH:7]=1. Given the reactants [CH2:1]([O:8][C:9]1[CH:10]=[C:11]([CH2:29][CH2:30][NH:31][C:32](=[O:39])[C:33]2[CH:38]=[CH:37][CH:36]=[CH:35][CH:34]=2)[CH:12]=[CH:13][C:14]=1[N:15]1[CH2:19][C:18](=[O:20])[N:17](CC[Si](C)(C)C)[S:16]1(=[O:28])=[O:27])[C:2]1[CH:7]=[CH:6][CH:5]=[CH:4][CH:3]=1.CCCC[N+](CCCC)(CCCC)CCCC.[F-].Cl, predict the reaction product. (9) Given the reactants [CH:1]([C:3]1[CH:11]=[CH:10][C:6]([C:7]([OH:9])=[O:8])=[CH:5][CH:4]=1)=[CH2:2].[Ag:12]=O, predict the reaction product. The product is: [CH:1]([C:3]1[CH:11]=[CH:10][C:6]([C:7]([O-:9])=[O:8])=[CH:5][CH:4]=1)=[CH2:2].[Ag+:12]. (10) Given the reactants CC(C)([O-])C.[K+].[C:7]1([S:13][C:14]2[NH:15][CH:16]=[CH:17][CH:18]=2)[CH:12]=[CH:11][CH:10]=[CH:9][CH:8]=1.Br[CH2:20][C:21]([O:23]CC)=[O:22].O, predict the reaction product. The product is: [C:7]1([S:13][C:14]2[N:15]([CH2:20][C:21]([OH:23])=[O:22])[CH:16]=[CH:17][CH:18]=2)[CH:8]=[CH:9][CH:10]=[CH:11][CH:12]=1.